Regression. Given two drug SMILES strings and cell line genomic features, predict the synergy score measuring deviation from expected non-interaction effect. From a dataset of NCI-60 drug combinations with 297,098 pairs across 59 cell lines. (1) Drug 1: CC(C)(C#N)C1=CC(=CC(=C1)CN2C=NC=N2)C(C)(C)C#N. Drug 2: C1=CC=C(C=C1)NC(=O)CCCCCCC(=O)NO. Cell line: ACHN. Synergy scores: CSS=-7.36, Synergy_ZIP=-1.77, Synergy_Bliss=-2.16, Synergy_Loewe=-7.98, Synergy_HSA=-6.28. (2) Drug 2: C1=CC=C(C=C1)NC(=O)CCCCCCC(=O)NO. Synergy scores: CSS=4.91, Synergy_ZIP=-2.42, Synergy_Bliss=-3.13, Synergy_Loewe=-4.33, Synergy_HSA=-3.93. Cell line: A498. Drug 1: CC(C)(C#N)C1=CC(=CC(=C1)CN2C=NC=N2)C(C)(C)C#N. (3) Drug 1: CC1CCC2CC(C(=CC=CC=CC(CC(C(=O)C(C(C(=CC(C(=O)CC(OC(=O)C3CCCCN3C(=O)C(=O)C1(O2)O)C(C)CC4CCC(C(C4)OC)OCCO)C)C)O)OC)C)C)C)OC. Drug 2: COCCOC1=C(C=C2C(=C1)C(=NC=N2)NC3=CC=CC(=C3)C#C)OCCOC.Cl. Cell line: NCI-H460. Synergy scores: CSS=4.80, Synergy_ZIP=0.920, Synergy_Bliss=2.77, Synergy_Loewe=-4.63, Synergy_HSA=-0.195. (4) Drug 1: CC12CCC(CC1=CCC3C2CCC4(C3CC=C4C5=CN=CC=C5)C)O. Drug 2: CC12CCC3C(C1CCC2=O)CC(=C)C4=CC(=O)C=CC34C. Cell line: A498. Synergy scores: CSS=27.0, Synergy_ZIP=1.52, Synergy_Bliss=-0.782, Synergy_Loewe=-15.9, Synergy_HSA=-2.39. (5) Drug 1: COC1=CC(=CC(=C1O)OC)C2C3C(COC3=O)C(C4=CC5=C(C=C24)OCO5)OC6C(C(C7C(O6)COC(O7)C8=CC=CS8)O)O. Cell line: MDA-MB-435. Synergy scores: CSS=5.94, Synergy_ZIP=-1.57, Synergy_Bliss=3.95, Synergy_Loewe=-10.1, Synergy_HSA=0.625. Drug 2: CC1=CC=C(C=C1)C2=CC(=NN2C3=CC=C(C=C3)S(=O)(=O)N)C(F)(F)F. (6) Drug 1: CNC(=O)C1=CC=CC=C1SC2=CC3=C(C=C2)C(=NN3)C=CC4=CC=CC=N4. Drug 2: C1=NC2=C(N1)C(=S)N=CN2. Cell line: M14. Synergy scores: CSS=3.75, Synergy_ZIP=-11.3, Synergy_Bliss=-19.9, Synergy_Loewe=-36.6, Synergy_HSA=-23.0. (7) Synergy scores: CSS=18.0, Synergy_ZIP=-3.04, Synergy_Bliss=-2.22, Synergy_Loewe=8.07, Synergy_HSA=1.94. Cell line: OVCAR-5. Drug 2: CS(=O)(=O)OCCCCOS(=O)(=O)C. Drug 1: C1=CC(=CC=C1C#N)C(C2=CC=C(C=C2)C#N)N3C=NC=N3.